Dataset: Catalyst prediction with 721,799 reactions and 888 catalyst types from USPTO. Task: Predict which catalyst facilitates the given reaction. (1) Reactant: C([O:5][C:6](=[O:20])[CH2:7][CH2:8][C:9]1[CH:14]=[CH:13][C:12]([O:15][CH:16]([F:18])[F:17])=[C:11]([F:19])[CH:10]=1)CCC.O.[OH-].[Na+]. Product: [F:18][CH:16]([F:17])[O:15][C:12]1[CH:13]=[CH:14][C:9]([CH2:8][CH2:7][C:6]([OH:20])=[O:5])=[CH:10][C:11]=1[F:19]. The catalyst class is: 5. (2) Reactant: Br[C:2]1[CH:3]=[CH:4][CH:5]=[C:6]2[C:11]=1[N:10]=[C:9]([C:12]([F:21])([F:20])[C:13]1[CH:18]=[CH:17][C:16]([F:19])=[CH:15][N:14]=1)[N:8]=[C:7]2[S:22][CH3:23].C1(P(C2C=CC=CC=2)C2C3OC4C(=CC=CC=4P(C4C=CC=CC=4)C4C=CC=CC=4)C(C)(C)C=3C=CC=2)C=CC=CC=1.[NH:66]1[CH2:71][CH2:70][O:69][CH2:68][C:67]1=[O:72].C([O-])([O-])=O.[Cs+].[Cs+]. Product: [F:20][C:12]([F:21])([C:13]1[CH:18]=[CH:17][C:16]([F:19])=[CH:15][N:14]=1)[C:9]1[N:8]=[C:7]([S:22][CH3:23])[C:6]2[C:11](=[C:2]([N:66]3[CH2:71][CH2:70][O:69][CH2:68][C:67]3=[O:72])[CH:3]=[CH:4][CH:5]=2)[N:10]=1. The catalyst class is: 102. (3) Reactant: [OH:1][CH2:2][CH:3]1[O:8][CH2:7][CH2:6][NH:5][CH2:4]1.CCN(CC)CC.[Cl:16][C:17]1[N:18]=[C:19](Cl)[C:20]2[CH:25]=[CH:24][S:23][C:21]=2[N:22]=1. Product: [Cl:16][C:17]1[N:18]=[C:19]([N:5]2[CH2:6][CH2:7][O:8][CH:3]([CH2:2][OH:1])[CH2:4]2)[C:20]2[CH:25]=[CH:24][S:23][C:21]=2[N:22]=1. The catalyst class is: 5. (4) Reactant: O[C@@H:2]([CH3:22])[C@H:3]([NH:7][C:8]([O:10][CH2:11][CH2:12][CH2:13][CH2:14][CH2:15][C:16]1[CH:21]=[CH:20][CH:19]=[CH:18][CH:17]=1)=[O:9])[C:4]([OH:6])=[O:5].CCN(CC)CC.CN(C(ON1N=NC2C=CC=CC1=2)=[N+](C)C)C.[B-](F)(F)(F)F. Product: [C:16]1([CH2:15][CH2:14][CH2:13][CH2:12][CH2:11][O:10][C:8](=[O:9])[NH:7][C@@H:3]2[C:4](=[O:6])[O:5][C@H:2]2[CH3:22])[CH:21]=[CH:20][CH:19]=[CH:18][CH:17]=1. The catalyst class is: 2. (5) Reactant: [F:1][C:2]1[C:7]([O:8][CH2:9][O:10][CH3:11])=[CH:6][N:5]=[C:4]([CH:12]=[O:13])[CH:3]=1.P([O-])(O)(O)=O.[Na+].CC(=CC)C.Cl([O-])=O.[Na+].Cl.[C:30]([OH:34])(C)(C)C. Product: [F:1][C:2]1[C:7]([O:8][CH2:9][O:10][CH3:11])=[CH:6][N:5]=[C:4]([C:12]([O:34][CH3:30])=[O:13])[CH:3]=1. The catalyst class is: 6. (6) Reactant: I[CH:2]([CH3:4])[CH3:3].[CH:5]1([C:8]2[C:15]([CH:16]3[CH2:18][CH2:17]3)=[CH:14][C:11]([CH:12]=[O:13])=[C:10]([OH:19])[C:9]=2[F:20])[CH2:7][CH2:6]1.C(=O)([O-])[O-].[K+].[K+].CN(C=O)C. Product: [CH:5]1([C:8]2[C:15]([CH:16]3[CH2:18][CH2:17]3)=[CH:14][C:11]([CH:12]=[O:13])=[C:10]([O:19][CH:2]([CH3:4])[CH3:3])[C:9]=2[F:20])[CH2:6][CH2:7]1. The catalyst class is: 6. (7) Reactant: Br[C:2]1[O:6][C:5]([CH3:7])=[C:4]([C:8]([O:10][CH3:11])=[O:9])[CH:3]=1.[F:12][C:13]1[CH:18]=[CH:17][C:16](B(O)O)=[C:15]([CH3:22])[CH:14]=1.C(=O)([O-])[O-].[Na+].[Na+].COCCOC. Product: [F:12][C:13]1[CH:18]=[CH:17][C:16]([C:2]2[O:6][C:5]([CH3:7])=[C:4]([C:8]([O:10][CH3:11])=[O:9])[CH:3]=2)=[C:15]([CH3:22])[CH:14]=1. The catalyst class is: 103.